This data is from Catalyst prediction with 721,799 reactions and 888 catalyst types from USPTO. The task is: Predict which catalyst facilitates the given reaction. (1) Reactant: [C:1]([C:5]1[S:9][C:8]([C:10]([NH:12][C@@H:13]([CH2:26][C:27]2[CH:32]=[CH:31][C:30]([C:33]3[N:38]=[CH:37][C:36]([C:39]4[CH:44]=[CH:43][C:42]([OH:45])=[C:41]([F:46])[CH:40]=4)=[CH:35][N:34]=3)=[CH:29][CH:28]=2)[C:14]([NH:16][C@@H:17]([C:19]([O:21][C:22]([CH3:25])([CH3:24])[CH3:23])=[O:20])[CH3:18])=[O:15])=[O:11])=[CH:7][CH:6]=1)([CH3:4])([CH3:3])[CH3:2].C1(N([S:58]([C:61]([F:64])([F:63])[F:62])(=[O:60])=[O:59])S(C)(=O)=O)C=CC=CC=1.CCN(C(C)C)C(C)C. Product: [C:1]([C:5]1[S:9][C:8]([C:10]([NH:12][C@@H:13]([CH2:26][C:27]2[CH:32]=[CH:31][C:30]([C:33]3[N:34]=[CH:35][C:36]([C:39]4[CH:44]=[CH:43][C:42]([O:45][S:58]([C:61]([F:64])([F:63])[F:62])(=[O:60])=[O:59])=[C:41]([F:46])[CH:40]=4)=[CH:37][N:38]=3)=[CH:29][CH:28]=2)[C:14]([NH:16][C@@H:17]([C:19]([O:21][C:22]([CH3:25])([CH3:23])[CH3:24])=[O:20])[CH3:18])=[O:15])=[O:11])=[CH:7][CH:6]=1)([CH3:2])([CH3:3])[CH3:4]. The catalyst class is: 2. (2) Reactant: [NH:1]1[CH2:6][CH2:5][NH:4][CH2:3][CH2:2]1.C([O:9][C:10](=O)[C:11]([F:14])([F:13])[F:12])C. Product: [F:12][C:11]([F:14])([F:13])[C:10]([N:1]1[CH2:6][CH2:5][NH:4][CH2:3][CH2:2]1)=[O:9]. The catalyst class is: 5. (3) Reactant: [Br:1][C:2]1[CH:3]=[C:4]2[N:12]([CH3:13])[CH:11]=[CH:10][C:5]2=[N:6][C:7]=1[C:8]#[N:9].[CH3:14][Mg]Cl.C1COCC1.C[O-].[Na+].[BH4-].[Na+].[BH4-]. Product: [Br:1][C:2]1[CH:3]=[C:4]2[N:12]([CH3:13])[CH:11]=[CH:10][C:5]2=[N:6][C:7]=1[CH:8]([NH2:9])[CH3:14]. The catalyst class is: 442. (4) Reactant: [Si]([O:8][CH2:9][C@H:10]1[N:14](C(OC(C)(C)C)=O)[C:13](=[O:22])[C@H:12]([CH2:23][C:24]2[CH:29]=[CH:28][CH:27]=[CH:26][CH:25]=2)[CH2:11]1)(C(C)(C)C)(C)C. Product: [OH:8][CH2:9][C@H:10]1[NH:14][C:13](=[O:22])[C@H:12]([CH2:23][C:24]2[CH:29]=[CH:28][CH:27]=[CH:26][CH:25]=2)[CH2:11]1. The catalyst class is: 47. (5) Reactant: N(C(OCC)=O)=NC(OCC)=O.[Br:13][C:14]1[CH:15]=[N:16][C:17]2[C:22]([C:23]=1[OH:24])=[N:21][C:20]([O:25][CH3:26])=[CH:19][CH:18]=2.[CH2:27](O)[C:28]1[CH:33]=[CH:32][CH:31]=[CH:30][CH:29]=1.C1(P(C2C=CC=CC=2)C2C=CC=CC=2)C=CC=CC=1. Product: [CH2:27]([O:24][C:23]1[C:14]([Br:13])=[CH:15][N:16]=[C:17]2[C:22]=1[N:21]=[C:20]([O:25][CH3:26])[CH:19]=[CH:18]2)[C:28]1[CH:33]=[CH:32][CH:31]=[CH:30][CH:29]=1. The catalyst class is: 54. (6) Reactant: [C:1]([O:5][C:6]([NH:8][C@H:9]([C:12]([OH:14])=O)[CH2:10][OH:11])=[O:7])([CH3:4])([CH3:3])[CH3:2].C(N(CC)CC)C.P(C#N)(=O)(OCC)OCC.[NH2:32][CH2:33][CH2:34][N:35]1[C:44]2[C:39](=[C:40]([F:49])[CH:41]=[CH:42][C:43]=2[O:45][CH2:46][CH2:47][CH3:48])[C:38](=[O:50])[C:37]([C:51]2[CH:56]=[CH:55][C:54]([O:57][CH3:58])=[CH:53][CH:52]=2)=[CH:36]1. Product: [C:1]([O:5][C:6](=[O:7])[NH:8][C@H:9]([C:12](=[O:14])[NH:32][CH2:33][CH2:34][N:35]1[C:44]2[C:39](=[C:40]([F:49])[CH:41]=[CH:42][C:43]=2[O:45][CH2:46][CH2:47][CH3:48])[C:38](=[O:50])[C:37]([C:51]2[CH:52]=[CH:53][C:54]([O:57][CH3:58])=[CH:55][CH:56]=2)=[CH:36]1)[CH2:10][OH:11])([CH3:2])([CH3:3])[CH3:4]. The catalyst class is: 136.